Dataset: Full USPTO retrosynthesis dataset with 1.9M reactions from patents (1976-2016). Task: Predict the reactants needed to synthesize the given product. (1) Given the product [ClH:18].[F:1][CH:2]([C:5]1[CH:10]=[CH:9][CH:8]=[CH:7][C:6]=1[F:11])[CH2:3][NH2:4], predict the reactants needed to synthesize it. The reactants are: [F:1][CH:2]([C:5]1[CH:10]=[CH:9][CH:8]=[CH:7][C:6]=1[F:11])[C:3]#[N:4].B.O1CCCC1.[ClH:18]. (2) Given the product [F:1][C:2]1[CH:3]=[C:4]([C:11]([CH3:23])([CH3:22])[CH2:12][C:13]([C:17]([F:20])([F:18])[F:19])([OH:21])[CH2:14][OH:15])[C:5]2[O:9][CH2:8][CH2:7][C:6]=2[CH:10]=1, predict the reactants needed to synthesize it. The reactants are: [F:1][C:2]1[CH:3]=[C:4]([C:11]([CH3:23])([CH3:22])[CH2:12][C:13]([OH:21])([C:17]([F:20])([F:19])[F:18])[C:14](O)=[O:15])[C:5]2[O:9][CH2:8][CH2:7][C:6]=2[CH:10]=1.[Li].C([O-])(O)=O.[Na+]. (3) Given the product [C:1]([O:5][C:6]([NH:8][C:9]1([C:11]2[NH:12][C:40]([C:42]3[C:51]([F:52])=[CH:50][CH:49]=[C:48]4[C:43]=3[N:44]=[C:45]([NH:54][C:55]([CH3:58])([CH3:57])[CH3:56])[C:46]([CH3:53])=[N:47]4)=[CH:39][C:15]=2[C:16]([O:18][CH2:19][CH3:20])=[O:17])[CH2:10][CH2:59]1)=[O:7])([CH3:2])([CH3:3])[CH3:4], predict the reactants needed to synthesize it. The reactants are: [C:1]([O:5][C:6]([NH:8][CH:9]([C:11]1[NH:12]C(C2C=CC=C3C=2N=C(NCC(F)(F)F)C(C)=N3)=C[C:15]=1[C:16]([O:18][CH2:19][CH3:20])=[O:17])[CH3:10])=[O:7])([CH3:4])([CH3:3])[CH3:2].Br[CH2:39][C:40]([C:42]1[C:51]([F:52])=[CH:50][CH:49]=[C:48]2[C:43]=1[N:44]=[C:45]([NH:54][C:55]([CH3:58])([CH3:57])[CH3:56])[C:46]([CH3:53])=[N:47]2)=O.[C:59](OC(NC1(C(=O)CC(OCC)=O)CC1)=O)(C)(C)C.C([O-])([O-])=O.[K+].[K+].